From a dataset of Full USPTO retrosynthesis dataset with 1.9M reactions from patents (1976-2016). Predict the reactants needed to synthesize the given product. (1) Given the product [Br:1][C:2]1[CH:3]=[C:4]2[C:12](=[CH:13][CH:14]=1)[NH:11][C:10]1[CH:9]([NH:15][C:21]3[CH:20]=[CH:19][C:18]([C:17]([F:26])([F:25])[F:16])=[CH:23][N:22]=3)[CH2:8][CH2:7][CH2:6][C:5]2=1, predict the reactants needed to synthesize it. The reactants are: [Br:1][C:2]1[CH:3]=[C:4]2[C:12](=[CH:13][CH:14]=1)[NH:11][C:10]1[CH:9]([NH2:15])[CH2:8][CH2:7][CH2:6][C:5]2=1.[F:16][C:17]([F:26])([F:25])[C:18]1[CH:19]=[CH:20][C:21](Br)=[N:22][CH:23]=1. (2) Given the product [CH3:3][CH:2]([C@@:4]1([OH:31])[C@@H:19]([OH:20])[C@:18]23[O:21][C@H:17]2[CH2:16][C@@H:15]2[C@:10]([CH3:27])([CH2:11][CH2:12][C:13]4[C:24](=[O:25])[O:23][CH2:22][C:14]=42)[C@:8]23[O:9][C@H:7]2[C@H:5]1[OH:6])[CH3:1], predict the reactants needed to synthesize it. The reactants are: [CH3:1][CH:2]([C@@:4]12[C@@H:19]([OH:20])[C@:18]34[O:21][C@H:17]3[CH2:16][C@@H:15]3[C@:10]([CH3:27])([CH2:11][C@H:12](O)[C:13]5[C:24](=[O:25])[O:23][CH2:22][C:14]=53)[C@:8]34[O:9][C@H:7]3[C@@H:5]1[O:6]2)[CH3:3].C(#N)C.[OH2:31]. (3) Given the product [O:14]=[C:9]1[CH2:8][CH:7]([C:1]2[CH:6]=[CH:5][CH:4]=[CH:3][CH:2]=2)[CH2:13][CH2:12][CH2:11][CH:10]1[C:15]([O:16][CH3:17])=[O:18], predict the reactants needed to synthesize it. The reactants are: [C:1]1([CH:7]2[CH2:13][CH2:12][CH2:11][CH2:10][C:9](=[O:14])[CH2:8]2)[CH:6]=[CH:5][CH:4]=[CH:3][CH:2]=1.[C:15](=O)([O:18]C)[O:16][CH3:17].[H-].[Na+]. (4) Given the product [CH2:4]([N:3]([CH2:6][C:7]1[CH:8]=[CH:9][C:10]([C:11]([NH:34][C@H:29]2[CH2:30][CH2:31][CH2:32][CH2:33][C@@H:28]2[CH2:27][N:23]2[CH2:24][CH2:25][CH2:26][C@H:21]([CH2:20][O:19][CH2:17][CH3:18])[CH2:22]2)=[O:13])=[CH:14][CH:15]=1)[CH2:1][CH3:2])[CH3:5], predict the reactants needed to synthesize it. The reactants are: [CH2:1]([N:3]([CH2:6][C:7]1[CH:15]=[CH:14][C:10]([C:11]([OH:13])=O)=[CH:9][CH:8]=1)[CH2:4][CH3:5])[CH3:2].Cl.[CH2:17]([O:19][CH2:20][C@H:21]1[CH2:26][CH2:25][CH2:24][N:23]([CH2:27][C@H:28]2[CH2:33][CH2:32][CH2:31][CH2:30][C@@H:29]2[NH2:34])[CH2:22]1)[CH3:18].C(N(C(C)C)CC)(C)C.CN(C(ON1N=NC2C=CC=NC1=2)=[N+](C)C)C.F[P-](F)(F)(F)(F)F.